Predict the reaction yield, written as a fraction of the theoretical maximum amount of product (1.0 means a 100% yield; for example, 0.34 means a 34% yield). From a dataset of Reaction yield outcomes from USPTO patents with 853,638 reactions. (1) The reactants are [I-].C1([P+](C2C=CC=CC=2)(C2C=CC=CC=2)[CH2:9][CH2:10][CH2:11][CH2:12][C:13]2[CH:18]=[CH:17][CH:16]=[CH:15][CH:14]=2)C=CC=CC=1.CN(P(N(C)C)(N(C)C)=O)C.[Li]CCCC.O=[C:48]1[CH2:53][CH2:52][N:51]([C:54]([O:56][C:57]([CH3:60])([CH3:59])[CH3:58])=[O:55])[CH2:50][CH2:49]1. The yield is 0.370. The product is [C:57]([O:56][C:54]([N:51]1[CH2:52][CH2:53][C:48](=[CH:9][CH2:10][CH2:11][CH2:12][C:13]2[CH:14]=[CH:15][CH:16]=[CH:17][CH:18]=2)[CH2:49][CH2:50]1)=[O:55])([CH3:60])([CH3:58])[CH3:59]. The catalyst is C1COCC1. (2) The reactants are Br[C:2]1[N:10]2[C:5]([C:6]3([CH2:19][CH2:18][N:17]([C:20]([O:22][C:23]([CH3:26])([CH3:25])[CH3:24])=[O:21])[CH2:16][CH2:15]3)[O:7][C:8]3[CH:14]=[CH:13][CH:12]=[CH:11][C:9]=32)=[CH:4][CH:3]=1.C(P(C(C)(C)C)C(C)(C)C)(C)(C)C.[CH:40]([O:42]CCCC)=[CH2:41].C1(N(C)C2CCCCC2)CCCCC1.Cl. The catalyst is O1CCOCC1.C1C=CC(/C=C/C(/C=C/C2C=CC=CC=2)=O)=CC=1.C1C=CC(/C=C/C(/C=C/C2C=CC=CC=2)=O)=CC=1.C1C=CC(/C=C/C(/C=C/C2C=CC=CC=2)=O)=CC=1.[Pd].[Pd].O. The product is [C:40]([C:2]1[N:10]2[C:5]([C:6]3([CH2:15][CH2:16][N:17]([C:20]([O:22][C:23]([CH3:25])([CH3:26])[CH3:24])=[O:21])[CH2:18][CH2:19]3)[O:7][C:8]3[CH:14]=[CH:13][CH:12]=[CH:11][C:9]=32)=[CH:4][CH:3]=1)(=[O:42])[CH3:41]. The yield is 0.610. (3) The reactants are [CH3:1][C:2]1[CH:10]=[C:9]([C:11]([NH:13][C@@H:14]([C:16]2[C:25]3[C:20](=[CH:21][CH:22]=[CH:23][CH:24]=3)[CH:19]=[CH:18][CH:17]=2)[CH3:15])=[O:12])[CH:8]=[C:7]([CH3:26])[C:3]=1[C:4](O)=[O:5].F[P-](F)(F)(F)(F)F.N1(O[P+](N(C)C)(N(C)C)N(C)C)C2C=CC=CC=2N=N1.Cl.[CH3:55][O:56][C:57](=[O:69])[C@H:58]([CH2:60][NH:61][C:62]([C:64]1[S:65][CH:66]=[CH:67][CH:68]=1)=[O:63])[NH2:59].C(N(C(C)C)CC)(C)C. The catalyst is ClCCl.C(OCC)(=O)C. The product is [CH3:55][O:56][C:57](=[O:69])[C@H:58]([CH2:60][NH:61][C:62]([C:64]1[S:65][CH:66]=[CH:67][CH:68]=1)=[O:63])[NH:59][C:4](=[O:5])[C:3]1[C:2]([CH3:1])=[CH:10][C:9]([C:11]([NH:13][C@@H:14]([C:16]2[C:25]3[C:20](=[CH:21][CH:22]=[CH:23][CH:24]=3)[CH:19]=[CH:18][CH:17]=2)[CH3:15])=[O:12])=[CH:8][C:7]=1[CH3:26]. The yield is 0.540. (4) The catalyst is C(Cl)Cl. The reactants are C1C(=O)N([Br:8])C(=O)C1.[NH2:9][C:10]1[CH:11]=[CH:12][CH:13]=[C:14]2[C:18]=1[C:17](=[O:19])[N:16]([CH3:20])[CH2:15]2.S([O-])([O-])(=O)=S.[Na+].[Na+]. The product is [NH2:9][C:10]1[CH:11]=[CH:12][C:13]([Br:8])=[C:14]2[C:18]=1[C:17](=[O:19])[N:16]([CH3:20])[CH2:15]2. The yield is 0.740. (5) The reactants are [C:1]([C:3]1[CH:8]=[CH:7][CH:6]=[CH:5][N:4]=1)#[N:2].[CH2:9]([Mg]Br)[CH3:10].[OH-].[Na+]. The catalyst is O1CCCC1. The product is [NH2:2][C:1]1([C:3]2[CH:8]=[CH:7][CH:6]=[CH:5][N:4]=2)[CH2:10][CH2:9]1. The yield is 0.530.